From a dataset of Forward reaction prediction with 1.9M reactions from USPTO patents (1976-2016). Predict the product of the given reaction. (1) The product is: [Cl:1][C:2]1[CH:11]=[C:10]([CH:12]([NH2:34])[CH3:13])[C:9]([N:15]2[CH2:20][CH2:19][CH:18]([O:21][C:22]3[CH:27]=[CH:26][CH:25]=[CH:24][CH:23]=3)[CH2:17][CH2:16]2)=[C:8]2[C:3]=1[CH:4]=[CH:5][CH:6]=[N:7]2. Given the reactants [Cl:1][C:2]1[CH:11]=[C:10]([C:12](=O)[CH3:13])[C:9]([N:15]2[CH2:20][CH2:19][CH:18]([O:21][C:22]3[CH:27]=[CH:26][CH:25]=[CH:24][CH:23]=3)[CH2:17][CH2:16]2)=[C:8]2[C:3]=1[CH:4]=[CH:5][CH:6]=[N:7]2.C([O-])(=O)C.[NH4+].C([BH3-])#[N:34].[Na+].O1CCCC1, predict the reaction product. (2) Given the reactants C(=O)([O-])[O-].[K+].[K+].CC1C=CC(S(O[CH2:18][C@H:19]([O:22][Si:23]([C:26]([CH3:29])([CH3:28])[CH3:27])([CH3:25])[CH3:24])[CH:20]=[CH2:21])(=O)=O)=CC=1.Cl.[N:31]1[C:40]2[C:35](=[CH:36][CH:37]=[CH:38][CH:39]=2)[CH:34]=[C:33]([C:41]2[C:49]3[C:48]([NH2:50])=[N:47][CH:46]=[N:45][C:44]=3[NH:43][CH:42]=2)[CH:32]=1.O, predict the reaction product. The product is: [Si:23]([O:22][C@H:19]([CH:20]=[CH2:21])[CH2:18][N:43]1[C:44]2[N:45]=[CH:46][N:47]=[C:48]([NH2:50])[C:49]=2[C:41]([C:33]2[CH:32]=[N:31][C:40]3[C:35]([CH:34]=2)=[CH:36][CH:37]=[CH:38][CH:39]=3)=[CH:42]1)([C:26]([CH3:27])([CH3:28])[CH3:29])([CH3:24])[CH3:25]. (3) Given the reactants C(=O)([O-])[O-].[K+].[K+].[NH2:7][C:8](=[O:33])[CH2:9][N:10]([CH3:32])[C:11]([C:13]1[CH:21]=[C:20]2[C:16]([C:17]([S:29]([CH3:31])=[O:30])=[CH:18][N:19]2[C:22]2[N:27]=[CH:26][C:25](Br)=[CH:24][N:23]=2)=[CH:15][CH:14]=1)=[O:12].[F:34][C:35]1[CH:40]=[CH:39][C:38]([O:41][CH3:42])=[CH:37][C:36]=1B(O)O, predict the reaction product. The product is: [NH2:7][C:8](=[O:33])[CH2:9][N:10]([CH3:32])[C:11]([C:13]1[CH:21]=[C:20]2[C:16]([C:17]([S:29]([CH3:31])=[O:30])=[CH:18][N:19]2[C:22]2[N:27]=[CH:26][C:25]([C:36]3[CH:37]=[C:38]([O:41][CH3:42])[CH:39]=[CH:40][C:35]=3[F:34])=[CH:24][N:23]=2)=[CH:15][CH:14]=1)=[O:12]. (4) Given the reactants [C:1]([O:5][C:6]([C@H:8]1[C@H:12]([C:13]([CH2:15]Br)=[CH2:14])[CH2:11][N:10]([C:17]([O:19][CH2:20][C:21]2[CH:26]=[CH:25][CH:24]=[CH:23][CH:22]=2)=[O:18])[CH2:9]1)=[O:7])([CH3:4])([CH3:3])[CH3:2].CN1CCCN(C)C1=O.C[Si](C)(C)[N-][Si](C)(C)C.[Li+], predict the reaction product. The product is: [C:1]([O:5][C:6]([C@@:8]12[CH2:14][C:13](=[CH2:15])[C@@H:12]1[CH2:11][N:10]([C:17]([O:19][CH2:20][C:21]1[CH:26]=[CH:25][CH:24]=[CH:23][CH:22]=1)=[O:18])[CH2:9]2)=[O:7])([CH3:4])([CH3:3])[CH3:2]. (5) Given the reactants [NH2:1][NH:2][C:3]([C:5]1[C:10]([C:11]([F:14])([F:13])[F:12])=[CH:9][CH:8]=[CH:7][N:6]=1)=[NH:4].[Br:15][C:16]1[CH:23]=[CH:22][C:19]([CH:20]=O)=[C:18]([F:24])[CH:17]=1, predict the reaction product. The product is: [Br:15][C:16]1[CH:23]=[CH:22][C:19]([C:20]2[NH:1][N:2]=[C:3]([C:5]3[C:10]([C:11]([F:12])([F:13])[F:14])=[CH:9][CH:8]=[CH:7][N:6]=3)[N:4]=2)=[C:18]([F:24])[CH:17]=1. (6) Given the reactants [F:1][C:2]1[CH:3]=[C:4]([C:8]2([CH:14]=O)[CH2:13][CH2:12][CH2:11][CH2:10][CH2:9]2)[CH:5]=[CH:6][CH:7]=1.[CH3:16][NH2:17], predict the reaction product. The product is: [F:1][C:2]1[CH:3]=[C:4]([C:8]2([CH2:14][NH:17][CH3:16])[CH2:13][CH2:12][CH2:11][CH2:10][CH2:9]2)[CH:5]=[CH:6][CH:7]=1. (7) Given the reactants C[O:2][C:3](=[O:26])[C:4](C)(C)[CH2:5][CH2:6][CH2:7][CH2:8][N:9]([CH2:17][C:18]1[CH:23]=[CH:22][CH:21]=[CH:20][CH:19]=1)[C:10]([O:12][C:13]([CH3:16])([CH3:15])[CH3:14])=[O:11].O[Li].O, predict the reaction product. The product is: [CH2:17]([N:9]([C:10]([O:12][C:13]([CH3:16])([CH3:15])[CH3:14])=[O:11])[CH2:8][CH2:7][CH2:6][CH2:5][CH2:4][C:3]([OH:26])=[O:2])[C:18]1[CH:19]=[CH:20][CH:21]=[CH:22][CH:23]=1. (8) Given the reactants [Cl:1][C:2]1[CH:3]=[C:4]2[C:12](=[C:13]([NH2:15])[CH:14]=1)[NH:11][C:10]1[CH:9]=[N:8][CH:7]=[CH:6][C:5]2=1.[CH3:16][N:17]1[CH2:22][C:21]([CH3:24])([CH3:23])[O:20][CH2:19][CH:18]1[C:25](O)=[O:26].C([O-])(=O)C.[NH4+], predict the reaction product. The product is: [Cl:1][C:2]1[CH:3]=[C:4]2[C:12](=[C:13]([NH:15][C:25]([CH:18]3[CH2:19][O:20][C:21]([CH3:23])([CH3:24])[CH2:22][N:17]3[CH3:16])=[O:26])[CH:14]=1)[NH:11][C:10]1[CH:9]=[N:8][CH:7]=[CH:6][C:5]2=1. (9) Given the reactants [C:1]1([S:7](Cl)(=[O:9])=[O:8])[CH:6]=[CH:5][CH:4]=[CH:3][CH:2]=1.[CH3:11][O:12][C:13]1[CH:14]=[C:15](/[CH:25]=[CH:26]/[C:27]2[N:41]=[C:30]3[CH:31]([CH:35]4[CH2:40][CH2:39][NH:38][CH2:37][CH2:36]4)[CH2:32][CH2:33][CH2:34][N:29]3[N:28]=2)[CH:16]=[CH:17][C:18]=1[N:19]1[CH:23]=[C:22]([CH3:24])[N:21]=[CH:20]1.O.C(OCC)(=O)C, predict the reaction product. The product is: [C:1]1([S:7]([N:38]2[CH2:39][CH2:40][CH:35]([CH:31]3[CH2:32][CH2:33][CH2:34][N:29]4[N:28]=[C:27](/[CH:26]=[CH:25]/[C:15]5[CH:16]=[CH:17][C:18]([N:19]6[CH:23]=[C:22]([CH3:24])[N:21]=[CH:20]6)=[C:13]([O:12][CH3:11])[CH:14]=5)[N:41]=[C:30]34)[CH2:36][CH2:37]2)(=[O:9])=[O:8])[CH:6]=[CH:5][CH:4]=[CH:3][CH:2]=1.